This data is from Full USPTO retrosynthesis dataset with 1.9M reactions from patents (1976-2016). The task is: Predict the reactants needed to synthesize the given product. (1) Given the product [CH3:53][O:54][C:55]([C:57]1[S:58][C:59]([C:62](=[O:73])[NH:63][C@@H:64]([C:66]2[CH:71]=[CH:70][C:69]([N:74]3[CH2:79][CH2:78][O:77][CH2:76][CH2:75]3)=[CH:68][CH:67]=2)[CH3:65])=[CH:60][CH:61]=1)=[O:56], predict the reactants needed to synthesize it. The reactants are: C1(P(C2C=CC=CC=2)C2C=CC3C(=CC=CC=3)C=2C2C3C(=CC=CC=3)C=CC=2P(C2C=CC=CC=2)C2C=CC=CC=2)C=CC=CC=1.C(=O)([O-])[O-].[Cs+].[Cs+].[CH3:53][O:54][C:55]([C:57]1[S:58][C:59]([C:62](=[O:73])[NH:63][C@@H:64]([C:66]2[CH:71]=[CH:70][C:69](Br)=[CH:68][CH:67]=2)[CH3:65])=[CH:60][CH:61]=1)=[O:56].[NH:74]1[CH2:79][CH2:78][O:77][CH2:76][CH2:75]1. (2) The reactants are: [F:1][C:2]1[CH:7]=[C:6]([F:8])[CH:5]=[CH:4][C:3]=1[C:9]1[CH:14]=[CH:13][C:12]([S:15]([NH:18][C:19]2[CH:24]=[CH:23][CH:22]=[C:21]([CH:25]3[CH2:27][O:26]3)[CH:20]=2)(=[O:17])=[O:16])=[CH:11][CH:10]=1.[CH3:28][NH2:29]. Given the product [F:1][C:2]1[CH:7]=[C:6]([F:8])[CH:5]=[CH:4][C:3]=1[C:9]1[CH:14]=[CH:13][C:12]([S:15]([NH:18][C:19]2[CH:24]=[CH:23][CH:22]=[C:21]([CH:25]([OH:26])[CH2:27][NH:29][CH3:28])[CH:20]=2)(=[O:17])=[O:16])=[CH:11][CH:10]=1, predict the reactants needed to synthesize it. (3) Given the product [CH2:27]1[C:28]2[C:33](=[CH:32][CH:31]=[CH:30][CH:29]=2)[CH2:25][CH:26]1[NH:34][C:35]1[N:36]=[CH:37][C:38]2[CH2:43][N:42]([C:1]([O:21][CH2:20][CH2:19][CH2:18][C:17]3[NH:13][CH:14]=[N:15][CH:16]=3)=[O:2])[CH2:41][C:39]=2[N:40]=1, predict the reactants needed to synthesize it. The reactants are: [C:1](N1C=CN=C1)(N1C=CN=C1)=[O:2].[NH:13]1[C:17]([CH2:18][CH2:19][CH2:20][OH:21])=[CH:16][N:15]=[CH:14]1.O.Cl.Cl.[CH2:25]1[C:33]2[C:28](=[CH:29][CH:30]=[CH:31][CH:32]=2)[CH2:27][CH:26]1[NH:34][C:35]1[N:36]=[CH:37][C:38]2[CH2:43][NH:42][CH2:41][C:39]=2[N:40]=1. (4) Given the product [Cl:8][C:6]1[C:5]([CH:9]=[O:10])=[CH:4][N:3]=[C:2]([Cl:1])[CH:7]=1, predict the reactants needed to synthesize it. The reactants are: [Cl:1][C:2]1[CH:7]=[C:6]([Cl:8])[C:5]([C:9](OCC)=[O:10])=[CH:4][N:3]=1.[H-].C([Al+]CC(C)C)C(C)C. (5) Given the product [CH3:16][C:9]1[C:8]2[C:7]([CH:12]=[C:11]([C:37]([NH2:36])=[O:35])[CH:10]=1)=[N:6][N:5]([CH2:4][C:3]([C:1]#[N:2])([CH3:34])[NH:20][C:21](=[O:33])[C:22]1[CH:27]=[CH:26][C:25]([O:28][C:29]([F:31])([F:32])[F:30])=[CH:24][CH:23]=1)[C:13]=2[O:14][CH3:15], predict the reactants needed to synthesize it. The reactants are: [C:1]([C:3]([CH3:34])([NH:20][C:21](=[O:33])[C:22]1[CH:27]=[CH:26][C:25]([O:28][C:29]([F:32])([F:31])[F:30])=[CH:24][CH:23]=1)[CH2:4][N:5]1[C:13]([O:14][CH3:15])=[C:12]2[C:7]([CH:8]=[C:9]([C:16](OC)=O)[CH:10]=[CH:11]2)=[N:6]1)#[N:2].[OH-:35].[NH4+:36].[CH3:37]O. (6) Given the product [CH2:22]([O:29][N:30]1[C:36](=[O:37])[N:35]2[CH2:38][C@H:31]1[CH2:32][CH2:33][C@H:34]2[C:39]1[O:40][C:43]([CH2:44][CH:45]2[CH2:46][CH:47]([NH:49][C:50](=[O:56])[O:51][C:52]([CH3:55])([CH3:54])[CH3:53])[CH2:48]2)=[N:42][N:41]=1)[C:23]1[CH:28]=[CH:27][CH:26]=[CH:25][CH:24]=1, predict the reactants needed to synthesize it. The reactants are: C1C=CC(P(C2C=CC=CC=2)C2C=CC=CC=2)=CC=1.II.[CH2:22]([O:29][N:30]1[C:36](=[O:37])[N:35]2[CH2:38][C@H:31]1[CH2:32][CH2:33][C@H:34]2[C:39]([NH:41][NH:42][C:43](=O)[CH2:44][CH:45]1[CH2:48][CH:47]([NH:49][C:50](=[O:56])[O:51][C:52]([CH3:55])([CH3:54])[CH3:53])[CH2:46]1)=[O:40])[C:23]1[CH:28]=[CH:27][CH:26]=[CH:25][CH:24]=1. (7) Given the product [NH2:63][C:64]1[N:65]=[CH:66][N:67]=[C:68]([NH:39][CH:40]([C:42]2[C:51]([C:52]3[CH:57]=[CH:56][CH:55]=[CH:54][CH:53]=3)=[C:50]([C:58]([NH:60][CH3:61])=[O:59])[C:49]3[C:44](=[CH:45][CH:46]=[C:47]([F:62])[CH:48]=3)[N:43]=2)[CH3:41])[C:69]=1[C:70]#[N:71], predict the reactants needed to synthesize it. The reactants are: FC1C=C2C(=CC=1)N=C(C(NC(=O)OC(C)(C)C)C)C(C1C=CC=CC=1)=C2C(=O)NC.Cl.O1CCOCC1.[NH2:39][CH:40]([C:42]1[C:51]([C:52]2[CH:57]=[CH:56][CH:55]=[CH:54][CH:53]=2)=[C:50]([C:58]([NH:60][CH3:61])=[O:59])[C:49]2[C:44](=[CH:45][CH:46]=[C:47]([F:62])[CH:48]=2)[N:43]=1)[CH3:41].[NH2:63][C:64]1[C:69]([C:70]#[N:71])=[C:68](Cl)[N:67]=[CH:66][N:65]=1.CCN(C(C)C)C(C)C. (8) The reactants are: [NH2:1][C:2]1[CH:3]=[CH:4][C:5]2[CH2:9][O:8][B:7]([OH:10])[C:6]=2[CH:11]=1.N1C=CC=CC=1.Cl[S:19]([C:22]1[CH:27]=[CH:26][C:25]([NH:28][C:29](=[O:34])[C:30]([F:33])([F:32])[F:31])=[CH:24][C:23]=1[CH2:35][C:36]([O:38][CH2:39][CH3:40])=[O:37])(=[O:21])=[O:20]. Given the product [OH:10][B:7]1[C:6]2[CH:11]=[C:2]([NH:1][S:19]([C:22]3[CH:27]=[CH:26][C:25]([NH:28][C:29](=[O:34])[C:30]([F:31])([F:32])[F:33])=[CH:24][C:23]=3[CH2:35][C:36]([O:38][CH2:39][CH3:40])=[O:37])(=[O:20])=[O:21])[CH:3]=[CH:4][C:5]=2[CH2:9][O:8]1, predict the reactants needed to synthesize it. (9) Given the product [NH2:1][C:2]1[C:3](/[CH:11]=[CH:10]/[C:9]([O:13][C:14]([CH3:17])([CH3:16])[CH3:15])=[O:12])=[N:4][CH:5]=[CH:6][CH:7]=1, predict the reactants needed to synthesize it. The reactants are: [NH2:1][C:2]1[C:3](Br)=[N:4][CH:5]=[CH:6][CH:7]=1.[C:9]([O:13][C:14]([CH3:17])([CH3:16])[CH3:15])(=[O:12])[CH:10]=[CH2:11].C1(C)C=CC=CC=1P(C1C=CC=CC=1C)C1C=CC=CC=1C.C(N(CC)CC)C. (10) Given the product [CH2:45]([N:52]1[C:56](=[O:57])[C:55](=[C:58]2[N:62]([CH3:63])[C:61]3[CH:64]=[CH:65][C:66]([O:68][CH2:25][CH2:26][N:27]4[CH2:32][CH2:31][O:30][CH2:29][CH2:28]4)=[CH:67][C:60]=3[S:59]2)[S:54][C:53]1=[N:72][C:73]1[CH:74]=[C:75]([CH:78]=[CH:79][C:80]=1[NH:81][CH2:82][CH3:83])[C:76]#[N:77])[C:46]1[CH:47]=[CH:48][CH:49]=[CH:50][CH:51]=1, predict the reactants needed to synthesize it. The reactants are: C(N1C(=O)C(=C2N(C)C3C(O[CH2:25][CH2:26][N:27]4[CH2:32][CH2:31][O:30][CH2:29][CH2:28]4)=CC=CC=3S2)SC1=NC1C=C(C=CC=1NCC)C#N)C1C=CC=CC=1.[CH2:45]([N:52]1[C:56](=[O:57])[C:55](=[C:58]2[N:62]([CH3:63])[C:61]3[CH:64]=[CH:65][C:66]([O:68]CCO)=[CH:67][C:60]=3[S:59]2)[S:54][C:53]1=[N:72][C:73]1[CH:74]=[C:75]([CH:78]=[CH:79][C:80]=1[NH:81][CH2:82][CH3:83])[C:76]#[N:77])[C:46]1[CH:51]=[CH:50][CH:49]=[CH:48][CH:47]=1.